From a dataset of Full USPTO retrosynthesis dataset with 1.9M reactions from patents (1976-2016). Predict the reactants needed to synthesize the given product. (1) Given the product [Br:14][CH2:8][C:7]1[CH:6]=[CH:5][C:4]([C:9]2[O:10][CH:11]=[CH:12][N:13]=2)=[CH:3][C:2]=1[Cl:1], predict the reactants needed to synthesize it. The reactants are: [Cl:1][C:2]1[CH:3]=[C:4]([C:9]2[O:10][CH:11]=[CH:12][N:13]=2)[CH:5]=[CH:6][C:7]=1[CH3:8].[Br:14]N1C(=O)CCC1=O.CCCCCC. (2) Given the product [CH2:1]([S:3][C:4]1[CH:12]=[CH:11][C:10]([S:13]([CH3:16])(=[O:15])=[O:14])=[CH:9][C:5]=1[C:6]([N:20]1[CH2:21][CH2:22][N:17]([C:23]2[N:24]=[CH:25][C:26]([C:29]([F:32])([F:30])[F:31])=[CH:27][N:28]=2)[CH2:18][CH2:19]1)=[O:8])[CH3:2], predict the reactants needed to synthesize it. The reactants are: [CH2:1]([S:3][C:4]1[CH:12]=[CH:11][C:10]([S:13]([CH3:16])(=[O:15])=[O:14])=[CH:9][C:5]=1[C:6]([OH:8])=O)[CH3:2].[N:17]1([C:23]2[N:28]=[CH:27][C:26]([C:29]([F:32])([F:31])[F:30])=[CH:25][N:24]=2)[CH2:22][CH2:21][NH:20][CH2:19][CH2:18]1. (3) Given the product [Cl:26][CH2:18][CH:17]1[C:3]2[CH:5]=[CH:6][CH:7]=[CH:8][C:1]=2[O:2][O:16]1, predict the reactants needed to synthesize it. The reactants are: [C:1]1([C:3](=[CH:5][CH:6]=[CH:7][CH:8]=1)O)[OH:2].C(=O)([O-])[O-].[Cs+].[Cs+].O1C2C=CC=C[C:18]=2[CH2:17][O:16]1.C=O.[ClH:26]. (4) Given the product [Cl:34][C:30]1[CH:29]=[C:28]([C:24]2[O:25][C:26]([CH3:27])=[C:22]([CH2:21][N:12]3[C:13]4[C:9](=[CH:8][C:7]([CH2:6][CH:5]([O:16][CH2:17][CH3:18])[C:4]([OH:3])=[O:19])=[CH:15][CH:14]=4)[CH:10]=[CH:11]3)[N:23]=2)[CH:33]=[CH:32][CH:31]=1, predict the reactants needed to synthesize it. The reactants are: C([O:3][C:4](=[O:19])[CH:5]([O:16][CH2:17][CH3:18])[CH2:6][C:7]1[CH:8]=[C:9]2[C:13](=[CH:14][CH:15]=1)[NH:12][CH:11]=[CH:10]2)C.Cl[CH2:21][C:22]1[N:23]=[C:24]([C:28]2[CH:33]=[CH:32][CH:31]=[C:30]([Cl:34])[CH:29]=2)[O:25][C:26]=1[CH3:27]. (5) Given the product [Cl:1][C:2]1[CH:10]=[CH:9][CH:8]=[C:7]([CH:11]2[CH2:14][CH2:13][CH2:12]2)[C:3]=1[C:4]([Cl:18])=[O:5], predict the reactants needed to synthesize it. The reactants are: [Cl:1][C:2]1[CH:10]=[CH:9][CH:8]=[C:7]([CH:11]2[CH2:14][CH2:13][CH2:12]2)[C:3]=1[C:4](O)=[O:5].C(Cl)(=O)C([Cl:18])=O.